Task: Regression/Classification. Given a drug SMILES string, predict its absorption, distribution, metabolism, or excretion properties. Task type varies by dataset: regression for continuous measurements (e.g., permeability, clearance, half-life) or binary classification for categorical outcomes (e.g., BBB penetration, CYP inhibition). For this dataset (lipophilicity_astrazeneca), we predict Y.. Dataset: Experimental lipophilicity measurements (octanol/water distribution) for 4,200 compounds from AstraZeneca (1) The molecule is COc1ccc2nc(N[C@H]3CCC[C@H](NCc4ccsc4)C3)ccc2c1. The Y is 2.43 logD. (2) The compound is NC(=O)c1ccc(O[C@@H]2C[C@@H]3CC[C@H](C2)N3Cc2ccccc2)c(F)c1. The Y is 2.10 logD.